This data is from Full USPTO retrosynthesis dataset with 1.9M reactions from patents (1976-2016). The task is: Predict the reactants needed to synthesize the given product. (1) Given the product [CH3:18][O:16][C:10](=[O:17])[CH2:11][CH2:12][CH2:13][C:14]#[C:15][C:2]1[CH:7]=[CH:6][CH:5]=[C:4]([O:8][CH3:9])[CH:3]=1, predict the reactants needed to synthesize it. The reactants are: Cl[C:2]1[CH:3]=[C:4]([O:8][CH3:9])[CH:5]=[CH:6][CH:7]=1.[C:10]([OH:17])(=[O:16])[CH2:11][CH2:12][CH2:13][C:14]#[CH:15].[CH:18]1(P(C2CCCCC2)C2C=CC=CC=2C2C(C(C)C)=CC(S([O-])(=O)=O)=CC=2C(C)C)CCCCC1.[Na+].C([O-])([O-])=O.[Cs+].[Cs+]. (2) Given the product [CH:26]1([N:4]([CH:1]2[CH2:2][CH2:3]2)[C:5]([C:7]2[N:23]([CH2:24][CH3:25])[C:10]3=[N:11][C:12]([NH:19][C:20]4[S:21][CH:30]=[C:31]([CH3:32])[N:22]=4)=[C:13]4[N:17]=[CH:16][N:15]([CH3:18])[C:14]4=[C:9]3[CH:8]=2)=[O:6])[CH2:27][CH2:28]1, predict the reactants needed to synthesize it. The reactants are: [CH:1]1([N:4]([CH:26]2[CH2:28][CH2:27]2)[C:5]([C:7]2[N:23]([CH2:24][CH3:25])[C:10]3=[N:11][C:12]([NH:19][C:20]([NH2:22])=[S:21])=[C:13]4[N:17]=[CH:16][N:15]([CH3:18])[C:14]4=[C:9]3[CH:8]=2)=[O:6])[CH2:3][CH2:2]1.Cl[CH2:30][C:31](=O)[CH3:32]. (3) The reactants are: Cl[C:2]1[C:11]2=[N:12][N:13](CC3C=CC(OC)=CC=3)[CH:14]=[C:10]2[C:9]2[CH:8]=[C:7]([O:24][CH3:25])[CH:6]=[CH:5][C:4]=2[N:3]=1.[NH2:26][C:27]1[CH:32]=[CH:31][C:30]([C:33]([N:35]2[CH2:38][CH2:37][CH2:36]2)=[O:34])=[CH:29][CH:28]=1.Cl. Given the product [N:35]1([C:33]([C:30]2[CH:31]=[CH:32][C:27]([NH:26][C:2]3[C:11]4=[N:12][NH:13][CH:14]=[C:10]4[C:9]4[CH:8]=[C:7]([O:24][CH3:25])[CH:6]=[CH:5][C:4]=4[N:3]=3)=[CH:28][CH:29]=2)=[O:34])[CH2:38][CH2:37][CH2:36]1, predict the reactants needed to synthesize it. (4) Given the product [CH2:14]([O:16][CH2:17][CH2:18][O:19][C:20]1[CH:25]=[C:24]([CH3:26])[C:23]([C:27]2[CH:32]=[CH:31][CH:30]=[C:29]([CH2:33][O:1][C:2]3[CH:3]=[CH:4][C:5](/[CH:8]=[CH:9]/[C:10]([O:12][CH3:13])=[O:11])=[CH:6][CH:7]=3)[CH:28]=2)=[C:22]([CH3:35])[CH:21]=1)[CH3:15], predict the reactants needed to synthesize it. The reactants are: [OH:1][C:2]1[CH:7]=[CH:6][C:5](/[CH:8]=[CH:9]/[C:10]([O:12][CH3:13])=[O:11])=[CH:4][CH:3]=1.[CH2:14]([O:16][CH2:17][CH2:18][O:19][C:20]1[CH:25]=[C:24]([CH3:26])[C:23]([C:27]2[CH:32]=[CH:31][CH:30]=[C:29]([CH2:33]O)[CH:28]=2)=[C:22]([CH3:35])[CH:21]=1)[CH3:15].C(P(CCCC)CCCC)CCC.N(C(N1CCCCC1)=O)=NC(N1CCCCC1)=O.